From a dataset of Peptide-MHC class I binding affinity with 185,985 pairs from IEDB/IMGT. Regression. Given a peptide amino acid sequence and an MHC pseudo amino acid sequence, predict their binding affinity value. This is MHC class I binding data. (1) The peptide sequence is EISGLRPGE. The MHC is HLA-A31:01 with pseudo-sequence HLA-A31:01. The binding affinity (normalized) is 0.0847. (2) The peptide sequence is HAEMQNPVY. The MHC is HLA-A30:01 with pseudo-sequence HLA-A30:01. The binding affinity (normalized) is 0.213. (3) The peptide sequence is ADEGLNRRV. The MHC is Patr-A0401 with pseudo-sequence Patr-A0401. The binding affinity (normalized) is 0.194. (4) The peptide sequence is YTYPCIPEY. The MHC is HLA-B07:02 with pseudo-sequence HLA-B07:02. The binding affinity (normalized) is 0.0847. (5) The peptide sequence is AYSSWMYSY. The MHC is HLA-A68:01 with pseudo-sequence HLA-A68:01. The binding affinity (normalized) is 0.0489. (6) The peptide sequence is WTDLYTSMS. The MHC is HLA-A24:03 with pseudo-sequence HLA-A24:03. The binding affinity (normalized) is 0.0847. (7) The MHC is HLA-A32:01 with pseudo-sequence HLA-A32:01. The peptide sequence is ISPRTLNAW. The binding affinity (normalized) is 0.211. (8) The peptide sequence is CFTSLVWAPLILA. The MHC is HLA-A31:01 with pseudo-sequence HLA-A31:01. The binding affinity (normalized) is 0.344. (9) The peptide sequence is FPSNMMVVT. The MHC is HLA-B57:01 with pseudo-sequence HLA-B57:01. The binding affinity (normalized) is 0.0847. (10) The peptide sequence is NLGNLNVSI. The MHC is HLA-A02:01 with pseudo-sequence HLA-A02:01. The binding affinity (normalized) is 0.600.